From a dataset of Forward reaction prediction with 1.9M reactions from USPTO patents (1976-2016). Predict the product of the given reaction. Given the reactants C[O:2][C:3](=[O:32])[C@H:4]([NH:12][C:13]([O:15][CH2:16][C:17]1[NH:18][C:19]2[C:24]([CH:25]=1)=[CH:23][C:22]([C:26]1[CH:31]=[CH:30][CH:29]=[CH:28][CH:27]=1)=[CH:21][CH:20]=2)=[O:14])[CH2:5][C:6]1[CH:11]=[CH:10][CH:9]=[CH:8][CH:7]=1.O.[OH-].[Li+], predict the reaction product. The product is: [C:26]1([C:22]2[CH:23]=[C:24]3[C:19](=[CH:20][CH:21]=2)[NH:18][C:17]([CH2:16][O:15][C:13]([NH:12][C@H:4]([CH2:5][C:6]2[CH:7]=[CH:8][CH:9]=[CH:10][CH:11]=2)[C:3]([OH:32])=[O:2])=[O:14])=[CH:25]3)[CH:27]=[CH:28][CH:29]=[CH:30][CH:31]=1.